This data is from Full USPTO retrosynthesis dataset with 1.9M reactions from patents (1976-2016). The task is: Predict the reactants needed to synthesize the given product. (1) Given the product [O:16]=[CH:4][CH2:5][C@H:6]([NH:8][C:9](=[O:15])[O:10][C:11]([CH3:14])([CH3:13])[CH3:12])[CH3:7], predict the reactants needed to synthesize it. The reactants are: CON(C)[C:4](=[O:16])[CH2:5][C@H:6]([NH:8][C:9](=[O:15])[O:10][C:11]([CH3:14])([CH3:13])[CH3:12])[CH3:7].[H-].[H-].[H-].[H-].[Li+].[Al+3].C1COCC1. (2) Given the product [N:1]1[N:5]2[C:6]3[CH2:13][CH2:12][N:11]([C:14]4[CH:15]=[C:16]([NH:17][C:37]([NH:36][C:32]5[CH:33]=[CH:34][CH:35]=[C:30]([CH3:39])[CH:31]=5)=[O:38])[CH:18]=[CH:19][CH:20]=4)[CH2:10][C:7]=3[CH:8]=[N:9][C:4]2=[CH:3][CH:2]=1, predict the reactants needed to synthesize it. The reactants are: [N:1]1[N:5]2[C:6]3[CH2:13][CH2:12][N:11]([C:14]4[CH:15]=[C:16]([CH:18]=[CH:19][CH:20]=4)[NH2:17])[CH2:10][C:7]=3[CH:8]=[N:9][C:4]2=[CH:3][CH:2]=1.C(N(CC)C(C)C)(C)C.[C:30]1([CH3:39])[CH:35]=[CH:34][CH:33]=[C:32]([N:36]=[C:37]=[O:38])[CH:31]=1. (3) The reactants are: [O-][Mn](=O)(=O)=O.[K+].[N+:7]([O-:22])([O:9][CH2:10][CH2:11][CH2:12][O:13][C:14]1[CH:19]=[CH:18][C:17]([CH:20]=[O:21])=[CH:16][CH:15]=1)=[O:8].CC[O:25]C(C)=O.C(O)(=O)C(O)=O. Given the product [N+:7]([O:9][CH2:10][CH2:11][CH2:12][O:13][C:14]1[CH:19]=[CH:18][C:17]([C:20]([OH:25])=[O:21])=[CH:16][CH:15]=1)([O-:22])=[O:8], predict the reactants needed to synthesize it. (4) The reactants are: [CH3:1][O:2][C:3]1[CH:8]=[CH:7][N:6]=[C:5]([NH:9][C:10](=[O:16])[O:11][C:12]([CH3:15])([CH3:14])[CH3:13])[CH:4]=1.[CH2:17]([Li])CCC.CCCCCC.IC.[Cl-].[NH4+]. Given the product [CH3:1][O:2][C:3]1[CH:8]=[CH:7][N:6]=[C:5]([NH:9][C:10](=[O:16])[O:11][C:12]([CH3:13])([CH3:15])[CH3:14])[C:4]=1[CH3:17], predict the reactants needed to synthesize it. (5) Given the product [S:1]1[C:5]2[CH:6]=[C:7]([C:10]3[CH:11]=[C:12]([CH:22]([CH2:28][CH:29]([CH3:31])[CH3:30])[C:23]([OH:25])=[O:24])[CH:13]=[C:14]([Cl:21])[C:15]=3[O:16][CH2:17][CH:18]3[CH2:19][CH2:20]3)[CH:8]=[CH:9][C:4]=2[N:3]=[CH:2]1, predict the reactants needed to synthesize it. The reactants are: [S:1]1[C:5]2[CH:6]=[C:7]([C:10]3[CH:11]=[C:12]([CH:22]([CH2:28][CH:29]([CH3:31])[CH3:30])[C:23]([O:25]CC)=[O:24])[CH:13]=[C:14]([Cl:21])[C:15]=3[O:16][CH2:17][CH:18]3[CH2:20][CH2:19]3)[CH:8]=[CH:9][C:4]=2[N:3]=[CH:2]1.CO.O.O[Li].O. (6) Given the product [F:1][C:2]1[CH:3]=[C:4]([CH3:11])[C:5]([C:8]([Cl:15])=[O:9])=[N:6][CH:7]=1, predict the reactants needed to synthesize it. The reactants are: [F:1][C:2]1[CH:3]=[C:4]([CH3:11])[C:5]([C:8](O)=[O:9])=[N:6][CH:7]=1.C(Cl)(=O)C([Cl:15])=O.CN(C)C=O.C1(C)C=CC=CC=1. (7) Given the product [CH2:21]([N:17]1[C:18]2[CH:19]=[CH:20][C:12]([C:10]([N:7]3[CH2:6][CH2:5][CH:4]([CH3:3])[CH2:9][CH2:8]3)=[O:11])=[CH:13][C:14]=2[C:15]2[CH2:27][N:26]([C:28](=[O:32])[CH2:29][CH2:30][CH3:31])[CH2:25][CH2:24][C:16]1=2)[CH:22]=[CH2:23], predict the reactants needed to synthesize it. The reactants are: Cl.Cl.[CH3:3][CH:4]1[CH2:9][CH2:8][N:7]([C:10]([C:12]2[CH:20]=[CH:19][C:18]3[N:17]([CH2:21][CH:22]=[CH2:23])[C:16]4[CH2:24][CH2:25][NH:26][CH2:27][C:15]=4[C:14]=3[CH:13]=2)=[O:11])[CH2:6][CH2:5]1.[C:28](O)(=[O:32])[CH2:29][CH2:30][CH3:31].